Dataset: Full USPTO retrosynthesis dataset with 1.9M reactions from patents (1976-2016). Task: Predict the reactants needed to synthesize the given product. (1) Given the product [CH3:25][C:19]1[C:20]([CH3:24])=[CH:21][CH:22]=[CH:23][C:18]=1[C@@H:9]1[NH:8][CH2:13][CH2:12][N:11]2[C:14](=[O:17])[CH2:15][CH2:16][C@@H:10]12, predict the reactants needed to synthesize it. The reactants are: C(OC([N:8]1[CH2:13][CH2:12][N:11]2[C:14](=[O:17])[CH2:15][CH2:16][C@H:10]2[C@@H:9]1[C:18]1[CH:23]=[CH:22][CH:21]=[C:20]([CH3:24])[C:19]=1[CH3:25])=O)(C)(C)C.Cl.CO.[OH-].[Na+]. (2) The reactants are: C(OC([NH:8][C@@H:9]([CH3:40])[C:10]([O:12][C@@H:13]1[CH2:29][C@@H:28]2[C@@:16]([CH3:39])([C@@H:17]3[C@@H:25]([CH2:26][CH2:27]2)[C@:24]2(O)[C@@:20]([CH3:38])([C@@H:21]([C:31]4[CH:32]=[CH:33][C:34](=[O:37])[O:35][CH:36]=4)[CH2:22][CH2:23]2)[CH2:19][CH2:18]3)[CH2:15][CH2:14]1)=[O:11])=O)(C)(C)C.Cl. Given the product [CH3:39][C@:16]12[CH2:15][CH2:14][C@H:13]([O:12][C:10](=[O:11])[C@@H:9]([NH2:8])[CH3:40])[CH2:29][C@H:28]1[CH2:27][CH2:26][C@@H:25]1[C@@H:17]2[CH2:18][CH2:19][C@@:20]2([CH3:38])[C:24]1=[CH:23][CH2:22][C@@H:21]2[C:31]1[CH:32]=[CH:33][C:34](=[O:37])[O:35][CH:36]=1, predict the reactants needed to synthesize it. (3) Given the product [CH2:1]([O:8][C:9]1[C:14](=[O:15])[CH:13]=[C:12]([CH2:16][NH:17][S:18]([C:21]2[CH:26]=[CH:25][C:24]([Cl:27])=[CH:23][CH:22]=2)(=[O:20])=[O:19])[N:46]([CH3:45])[C:10]=1[C:28]([OH:30])=[O:29])[C:2]1[CH:7]=[CH:6][CH:5]=[CH:4][CH:3]=1, predict the reactants needed to synthesize it. The reactants are: [CH2:1]([O:8][C:9]1[C:14](=[O:15])[CH:13]=[C:12]([CH2:16][NH:17][S:18]([C:21]2[CH:26]=[CH:25][C:24]([Cl:27])=[CH:23][CH:22]=2)(=[O:20])=[O:19])O[C:10]=1[C:28]([OH:30])=[O:29])[C:2]1[CH:7]=[CH:6][CH:5]=[CH:4][CH:3]=1.C1(S(C(N)C2[N:46](C)[C:45](C(O)=O)=C(OCC3C=CC=CC=3)C(=O)C=2)(=O)=O)C=CC=CC=1. (4) Given the product [C:33]([NH:31][C:32]1[N:6]2[CH:7]=[C:2]([Cl:1])[CH:3]=[CH:4][C:5]2=[N:8][C:9]=1[C:11]1[CH:12]=[C:13]([CH:16]=[CH:17][CH:18]=1)[C:14]#[N:15])([CH3:36])([CH3:35])[CH3:34], predict the reactants needed to synthesize it. The reactants are: [Cl:1][C:2]1[CH:3]=[CH:4][C:5]([NH2:8])=[N:6][CH:7]=1.[CH:9]([C:11]1[CH:12]=[C:13]([CH:16]=[CH:17][CH:18]=1)[C:14]#[N:15])=O.O.C1(C)C=CC(S(O)(=O)=O)=CC=1.[N+:31]([C:33]([CH3:36])([CH3:35])[CH3:34])#[C-:32].